From a dataset of Forward reaction prediction with 1.9M reactions from USPTO patents (1976-2016). Predict the product of the given reaction. (1) Given the reactants [CH2:1]([C:5]1[N:6]=[C:7]([CH2:27][CH2:28][O:29][CH3:30])[NH:8][C:9](=[O:26])[C:10]=1[CH2:11][C:12]1[CH:17]=[CH:16][C:15]([C:18]2[C:19]([C:24]#[N:25])=[CH:20][CH:21]=[CH:22][CH:23]=2)=[CH:14][CH:13]=1)[CH2:2][CH2:3][CH3:4].[O:31]1[C:35]2[CH:36]=[CH:37][C:38](B(O)O)=[CH:39][C:34]=2[CH2:33][CH2:32]1.N1C=CC=CC=1.C(N(CC)CC)C, predict the reaction product. The product is: [CH2:1]([C:5]1[N:6]=[C:7]([CH2:27][CH2:28][O:29][CH3:30])[N:8]([C:38]2[CH:37]=[CH:36][C:35]3[O:31][CH2:32][CH2:33][C:34]=3[CH:39]=2)[C:9](=[O:26])[C:10]=1[CH2:11][C:12]1[CH:17]=[CH:16][C:15]([C:18]2[C:19]([C:24]#[N:25])=[CH:20][CH:21]=[CH:22][CH:23]=2)=[CH:14][CH:13]=1)[CH2:2][CH2:3][CH3:4]. (2) Given the reactants [CH2:1]([S:3]([N:6]1[CH2:11][CH2:10][CH:9]([C:12]2[C:20]3[C:15](=[C:16]([C:28]([NH2:30])=[O:29])[CH:17]=[C:18]([C:21]4[CH:25]=[C:24]([CH:26]=O)[S:23][CH:22]=4)[CH:19]=3)[NH:14][CH:13]=2)[CH2:8][CH2:7]1)(=[O:5])=[O:4])[CH3:2].[CH3:31][CH:32]([NH2:35])[CH2:33][CH3:34].[C:36](O[BH-](OC(=O)C)OC(=O)C)(=O)C.[Na+].C([BH3-])#N.[Na+].C=O, predict the reaction product. The product is: [CH2:1]([S:3]([N:6]1[CH2:7][CH2:8][CH:9]([C:12]2[C:20]3[C:15](=[C:16]([C:28]([NH2:30])=[O:29])[CH:17]=[C:18]([C:21]4[CH:25]=[C:24]([CH2:26][N:35]([CH3:36])[CH:32]([CH3:31])[CH2:33][CH3:34])[S:23][CH:22]=4)[CH:19]=3)[NH:14][CH:13]=2)[CH2:10][CH2:11]1)(=[O:4])=[O:5])[CH3:2]. (3) Given the reactants [OH-].[Li+].C([O:5][C:6]([C@@H:8]1[CH2:10][C@H:9]1[C:11](=[O:17])[N:12]([CH3:16])[CH2:13][CH2:14][CH3:15])=[O:7])C, predict the reaction product. The product is: [CH3:16][N:12]([CH2:13][CH2:14][CH3:15])[C:11]([C@@H:9]1[CH2:10][C@H:8]1[C:6]([OH:7])=[O:5])=[O:17]. (4) Given the reactants Br[C:2]1[CH:3]=[C:4]2[C:9](=[CH:10][CH:11]=1)[C:8]([C:12]([F:15])([F:14])[F:13])=[C:7]([O:16][C@H:17]1[CH2:22][CH2:21][C@@H:20]([CH3:23])[CH2:19][CH2:18]1)[CH:6]=[CH:5]2.BrC1C=C2C(=CC=1)C(C(F)(F)F)=C(O[C@H]1CC[C@@H](C(F)(F)F)CC1)C=C2.C[C@H]1CC[C@H](O)CC1.C([Li])CCC.CCCCCC.N#N.[B:71](OC(C)C)([O:76]C(C)C)[O:72]C(C)C, predict the reaction product. The product is: [CH3:23][C@@H:20]1[CH2:21][CH2:22][C@H:17]([O:16][C:7]2[C:8]([C:12]([F:15])([F:14])[F:13])=[C:9]3[C:4](=[CH:5][CH:6]=2)[CH:3]=[C:2]([B:71]([OH:76])[OH:72])[CH:11]=[CH:10]3)[CH2:18][CH2:19]1. (5) Given the reactants [OH:1][C@H:2]1[CH2:6][N:5]([C:7]([O:9][C:10]([CH3:13])([CH3:12])[CH3:11])=[O:8])[C@H:4]([C:14]([O:16][CH3:17])=[O:15])[CH2:3]1.C1N=CN([C:23]([N:25]2C=N[CH:27]=[CH:26]2)=[O:24])C=1.Cl.[Br:31][C:32]1[CH:33]=C(CN)[CH:35]=[CH:36][CH:37]=1, predict the reaction product. The product is: [Br:31][C:32]1[CH:33]=[C:27]([CH:35]=[CH:36][CH:37]=1)[CH2:26][NH:25][C:23]([O:1][C@H:2]1[CH2:6][N:5]([C:7]([O:9][C:10]([CH3:11])([CH3:12])[CH3:13])=[O:8])[C@H:4]([C:14]([O:16][CH3:17])=[O:15])[CH2:3]1)=[O:24]. (6) Given the reactants [CH3:1][N:2]1[CH2:7][CH2:6][CH:5]([CH2:8][CH2:9][NH2:10])[CH2:4][CH2:3]1.C(N(CC)C(C)C)(C)C.F[C:21]1[CH:26]=[CH:25][C:24]([C:27]2[C:28]3[CH:37]=[CH:36][NH:35][C:29]=3[N:30]=[C:31]([C:33]#[N:34])[N:32]=2)=[CH:23][C:22]=1[C:38]([F:41])([F:40])[F:39], predict the reaction product. The product is: [CH3:1][N:2]1[CH2:7][CH2:6][CH:5]([CH2:8][CH2:9][NH:10][C:21]2[CH:26]=[CH:25][C:24]([C:27]3[C:28]4[CH:37]=[CH:36][NH:35][C:29]=4[N:30]=[C:31]([C:33]#[N:34])[N:32]=3)=[CH:23][C:22]=2[C:38]([F:39])([F:40])[F:41])[CH2:4][CH2:3]1.